Dataset: Peptide-MHC class I binding affinity with 185,985 pairs from IEDB/IMGT. Task: Regression. Given a peptide amino acid sequence and an MHC pseudo amino acid sequence, predict their binding affinity value. This is MHC class I binding data. (1) The peptide sequence is DSCNANGCEH. The MHC is HLA-A68:01 with pseudo-sequence HLA-A68:01. The binding affinity (normalized) is 0. (2) The peptide sequence is LTKMILVLI. The MHC is Mamu-A01 with pseudo-sequence Mamu-A01. The binding affinity (normalized) is 0.305. (3) The MHC is HLA-A02:19 with pseudo-sequence HLA-A02:19. The binding affinity (normalized) is 0.0847. The peptide sequence is MRDGGSATV. (4) The peptide sequence is FHKKRVEPL. The MHC is HLA-B15:01 with pseudo-sequence HLA-B15:01. The binding affinity (normalized) is 0.0847.